This data is from NCI-60 drug combinations with 297,098 pairs across 59 cell lines. The task is: Regression. Given two drug SMILES strings and cell line genomic features, predict the synergy score measuring deviation from expected non-interaction effect. (1) Drug 1: C1CN1C2=NC(=NC(=N2)N3CC3)N4CC4. Drug 2: CC12CCC3C(C1CCC2OP(=O)(O)O)CCC4=C3C=CC(=C4)OC(=O)N(CCCl)CCCl.[Na+]. Cell line: ACHN. Synergy scores: CSS=52.2, Synergy_ZIP=-3.27, Synergy_Bliss=-2.31, Synergy_Loewe=-48.8, Synergy_HSA=-0.939. (2) Drug 1: COC1=C(C=C2C(=C1)N=CN=C2NC3=CC(=C(C=C3)F)Cl)OCCCN4CCOCC4. Drug 2: CN1C(=O)N2C=NC(=C2N=N1)C(=O)N. Cell line: UO-31. Synergy scores: CSS=26.5, Synergy_ZIP=-7.15, Synergy_Bliss=-1.21, Synergy_Loewe=-13.2, Synergy_HSA=-1.58. (3) Drug 1: C1CCC(C(C1)N)N.C(=O)(C(=O)[O-])[O-].[Pt+4]. Drug 2: CC1C(C(CC(O1)OC2CC(CC3=C2C(=C4C(=C3O)C(=O)C5=CC=CC=C5C4=O)O)(C(=O)C)O)N)O. Cell line: HCT-15. Synergy scores: CSS=39.7, Synergy_ZIP=-10.1, Synergy_Bliss=-10.8, Synergy_Loewe=-15.6, Synergy_HSA=-7.29. (4) Drug 1: C1C(C(OC1N2C=C(C(=O)NC2=O)F)CO)O. Drug 2: C1=CN(C(=O)N=C1N)C2C(C(C(O2)CO)O)O.Cl. Cell line: NCI-H322M. Synergy scores: CSS=9.65, Synergy_ZIP=-3.76, Synergy_Bliss=-0.225, Synergy_Loewe=-3.55, Synergy_HSA=-1.02. (5) Drug 1: CC1=C2C(C(=O)C3(C(CC4C(C3C(C(C2(C)C)(CC1OC(=O)C(C(C5=CC=CC=C5)NC(=O)OC(C)(C)C)O)O)OC(=O)C6=CC=CC=C6)(CO4)OC(=O)C)OC)C)OC. Drug 2: CCC1=C2CN3C(=CC4=C(C3=O)COC(=O)C4(CC)O)C2=NC5=C1C=C(C=C5)O. Cell line: HCC-2998. Synergy scores: CSS=45.5, Synergy_ZIP=-7.78, Synergy_Bliss=-12.3, Synergy_Loewe=-18.0, Synergy_HSA=-7.23. (6) Drug 1: C1=C(C(=O)NC(=O)N1)N(CCCl)CCCl. Drug 2: C1=CN(C=N1)CC(O)(P(=O)(O)O)P(=O)(O)O. Cell line: CAKI-1. Synergy scores: CSS=5.46, Synergy_ZIP=-14.6, Synergy_Bliss=-26.4, Synergy_Loewe=-24.7, Synergy_HSA=-23.0. (7) Drug 1: CC1OCC2C(O1)C(C(C(O2)OC3C4COC(=O)C4C(C5=CC6=C(C=C35)OCO6)C7=CC(=C(C(=C7)OC)O)OC)O)O. Drug 2: CNC(=O)C1=NC=CC(=C1)OC2=CC=C(C=C2)NC(=O)NC3=CC(=C(C=C3)Cl)C(F)(F)F. Cell line: OVCAR3. Synergy scores: CSS=31.5, Synergy_ZIP=-3.43, Synergy_Bliss=-1.42, Synergy_Loewe=-8.76, Synergy_HSA=-6.22. (8) Drug 1: CC1=C(C=C(C=C1)NC2=NC=CC(=N2)N(C)C3=CC4=NN(C(=C4C=C3)C)C)S(=O)(=O)N.Cl. Drug 2: COCCOC1=C(C=C2C(=C1)C(=NC=N2)NC3=CC=CC(=C3)C#C)OCCOC.Cl. Cell line: NCI-H322M. Synergy scores: CSS=46.1, Synergy_ZIP=23.4, Synergy_Bliss=22.9, Synergy_Loewe=0.877, Synergy_HSA=21.5.